Dataset: Full USPTO retrosynthesis dataset with 1.9M reactions from patents (1976-2016). Task: Predict the reactants needed to synthesize the given product. (1) Given the product [CH2:26]([N:15]([C:16]([O:18][CH2:19][C:20]1[CH:21]=[CH:22][CH:23]=[CH:24][CH:25]=1)=[O:17])[C:6]1[CH:5]=[C:4]([CH:9]=[C:8]([C:10]2[O:11][CH:12]=[CH:13][N:14]=2)[CH:7]=1)[C:3]([OH:29])=[O:2])[CH:27]=[CH2:28], predict the reactants needed to synthesize it. The reactants are: C[O:2][C:3](=[O:29])[C:4]1[CH:9]=[C:8]([C:10]2[O:11][CH:12]=[CH:13][N:14]=2)[CH:7]=[C:6]([N:15]([CH2:26][CH:27]=[CH2:28])[C:16]([O:18][CH2:19][C:20]2[CH:25]=[CH:24][CH:23]=[CH:22][CH:21]=2)=[O:17])[CH:5]=1.[Li+].[OH-]. (2) Given the product [Cl:1][C:2]1[C:3]([F:23])=[C:4]([NH:8][C:9]2[C:18]3[C:13](=[CH:14][C:15]([O:21][CH3:22])=[C:16]([CH2:19][N:28]4[CH2:29][C@H:25]5[C@H:26]([CH2:24]5)[CH:27]4[C:30]([OH:32])=[O:31])[CH:17]=3)[N:12]=[CH:11][N:10]=2)[CH:5]=[CH:6][CH:7]=1, predict the reactants needed to synthesize it. The reactants are: [Cl:1][C:2]1[C:3]([F:23])=[C:4]([NH:8][C:9]2[C:18]3[C:13](=[CH:14][C:15]([O:21][CH3:22])=[C:16]([CH:19]=O)[CH:17]=3)[N:12]=[CH:11][N:10]=2)[CH:5]=[CH:6][CH:7]=1.[CH2:24]1[CH:26]2[CH:27]([C:30]([OH:32])=[O:31])[NH:28][CH2:29][CH:25]12. (3) Given the product [Br:13][C:7]1[CH:8]=[C:4]([C:1](=[O:3])[CH3:2])[S:5][CH:6]=1, predict the reactants needed to synthesize it. The reactants are: [C:1]([C:4]1[S:5][CH:6]=[CH:7][CH:8]=1)(=[O:3])[CH3:2].[Al+3].[Cl-].[Cl-].[Cl-].[Br:13]Br.Cl. (4) The reactants are: [C:1]([C:5]1[CH:9]=[C:8]([NH2:10])[N:7]([C:11]2[CH:16]=[CH:15][C:14]([O:17][CH3:18])=[CH:13][CH:12]=2)[N:6]=1)([CH3:4])([CH3:3])[CH3:2].Cl[C:20]([O:22][C:23]1[CH:28]=[CH:27][CH:26]=[CH:25][CH:24]=1)=[O:21]. Given the product [C:1]([C:5]1[CH:9]=[C:8]([NH:10][C:20](=[O:21])[O:22][C:23]2[CH:28]=[CH:27][CH:26]=[CH:25][CH:24]=2)[N:7]([C:11]2[CH:12]=[CH:13][C:14]([O:17][CH3:18])=[CH:15][CH:16]=2)[N:6]=1)([CH3:4])([CH3:2])[CH3:3], predict the reactants needed to synthesize it.